This data is from Full USPTO retrosynthesis dataset with 1.9M reactions from patents (1976-2016). The task is: Predict the reactants needed to synthesize the given product. (1) Given the product [CH3:14][C:11]1([CH3:13])[C:10](=[O:15])[C:9]([C:16]2[CH:21]=[CH:20][N:19]=[CH:18][CH:17]=2)=[C:8]([C:5]2[CH:4]=[CH:3][C:2]([O:1][CH2:29][C:30]3[CH:39]=[CH:38][C:37]4[C:32](=[CH:33][CH:34]=[CH:35][CH:36]=4)[N:31]=3)=[CH:7][CH:6]=2)[O:12]1, predict the reactants needed to synthesize it. The reactants are: [OH:1][C:2]1[CH:7]=[CH:6][C:5]([C:8]2[O:12][C:11]([CH3:14])([CH3:13])[C:10](=[O:15])[C:9]=2[C:16]2[CH:21]=[CH:20][N:19]=[CH:18][CH:17]=2)=[CH:4][CH:3]=1.C([O-])([O-])=O.[K+].[K+].Cl[CH2:29][C:30]1[CH:39]=[CH:38][C:37]2[C:32](=[CH:33][CH:34]=[CH:35][CH:36]=2)[N:31]=1. (2) Given the product [CH3:58][N:57]([CH3:61])[CH2:56][CH2:55][O:19][C:18](=[O:20])[CH2:17][C:16]1[C:15]2[C:10](=[CH:11][CH:12]=[CH:13][CH:14]=2)[NH:9][C:8]=1[C:5]1[CH:6]=[CH:7][C:2]([Cl:1])=[C:3]([S:21](=[O:30])(=[O:29])[NH:22][CH:23]2[CH2:28][CH2:27][CH2:26][CH2:25][CH2:24]2)[CH:4]=1, predict the reactants needed to synthesize it. The reactants are: [Cl:1][C:2]1[CH:7]=[CH:6][C:5]([C:8]2[NH:9][C:10]3[C:15]([C:16]=2[CH2:17][C:18]([OH:20])=[O:19])=[CH:14][CH:13]=[CH:12][CH:11]=3)=[CH:4][C:3]=1[S:21](=[O:30])(=[O:29])[NH:22][CH:23]1[CH2:28][CH2:27][CH2:26][CH2:25][CH2:24]1.CN(C(ON1N=NC2C=CC=CC1=2)=[N+](C)C)C.F[P-](F)(F)(F)(F)F.[CH3:55][CH2:56][N:57]([CH:61](C)C)[CH:58](C)C.CN(C)CCO. (3) Given the product [CH2:1]([C:3]1[C:11]([I:19])=[CH:10][C:6]2[O:7][CH2:8][O:9][C:5]=2[CH:4]=1)[CH3:2], predict the reactants needed to synthesize it. The reactants are: [CH2:1]([C:3]1[CH:11]=[CH:10][C:6]2[O:7][CH2:8][O:9][C:5]=2[CH:4]=1)[CH3:2].C1C(=O)N([I:19])C(=O)C1.C(O)(C(F)(F)F)=O.[O-]S([O-])(=S)=O.[Na+].[Na+]. (4) The reactants are: C([O:4][C:5]1[CH:10]=[CH:9][C:8]([CH:11]=[CH:12][C:13]2[CH:18]=[CH:17][C:16]([O:19]C(=O)C)=[CH:15][CH:14]=2)=[C:7]([NH2:23])[CH:6]=1)(=O)C.Cl.[F:25][C:26]1[CH:27]=[C:28]([CH:32]=[CH:33][C:34]=1[O:35][CH2:36][CH2:37][N:38]1[CH2:43][CH2:42][CH2:41][CH2:40][CH2:39]1)[C:29](Cl)=O. Given the product [F:25][C:26]1[CH:27]=[C:28]([CH:32]=[CH:33][C:34]=1[O:35][CH2:36][CH2:37][N:38]1[CH2:43][CH2:42][CH2:41][CH2:40][CH2:39]1)[CH2:29][NH:23][C:7]1[CH:6]=[C:5]([OH:4])[CH:10]=[CH:9][C:8]=1[CH:11]=[CH:12][C:13]1[CH:14]=[CH:15][C:16]([OH:19])=[CH:17][CH:18]=1, predict the reactants needed to synthesize it.